Task: Predict the reaction yield, written as a fraction of the theoretical maximum amount of product (1.0 means a 100% yield; for example, 0.34 means a 34% yield).. Dataset: Reaction yield outcomes from USPTO patents with 853,638 reactions The reactants are [C:1]1(B(O)O)[CH:6]=[CH:5][CH:4]=[CH:3][CH:2]=1.Br[C:11]1[CH:24]=[CH:23][C:22]2[C:13](=[CH:14][C:15]3[C:20]([CH:21]=2)=[CH:19][C:18](Br)=[CH:17][CH:16]=3)[CH:12]=1.C(=O)([O-])[O-].[Na+].[Na+]. The catalyst is [Pd].C1(P(C2C=CC=CC=2)C2C=CC=CC=2)C=CC=CC=1.C1(P(C2C=CC=CC=2)C2C=CC=CC=2)C=CC=CC=1.C1(P(C2C=CC=CC=2)C2C=CC=CC=2)C=CC=CC=1.C1(P(C2C=CC=CC=2)C2C=CC=CC=2)C=CC=CC=1.C1(C)C=CC=CC=1. The product is [C:1]1([C:18]2[CH:17]=[CH:16][C:15]3[C:20](=[CH:21][C:22]4[C:13]([CH:14]=3)=[CH:12][CH:11]=[CH:24][CH:23]=4)[CH:19]=2)[CH:6]=[CH:5][CH:4]=[CH:3][CH:2]=1. The yield is 0.750.